From a dataset of Reaction yield outcomes from USPTO patents with 853,638 reactions. Predict the reaction yield, written as a fraction of the theoretical maximum amount of product (1.0 means a 100% yield; for example, 0.34 means a 34% yield). (1) The product is [CH3:55][C:49]1([CH3:56])[CH2:48][C:47]2[C:51](=[CH:52][CH:53]=[C:45]([C:43]3[CH:44]=[C:39]([NH:38][C:6]([C:3]4[CH:4]=[CH:5][S:1][CH:2]=4)=[O:8])[CH:40]=[CH:41][C:42]=3[CH3:57])[CH:46]=2)[C:50]1=[O:54]. The yield is 0.660. The catalyst is CN(C=O)C. The reactants are [S:1]1[CH:5]=[CH:4][C:3]([C:6]([OH:8])=O)=[CH:2]1.CCN=C=NCCCN(C)C.Cl.C1C=CC2N(O)N=NC=2C=1.CN1CCOCC1.[NH2:38][C:39]1[CH:40]=[CH:41][C:42]([CH3:57])=[C:43]([C:45]2[CH:46]=[C:47]3[C:51](=[CH:52][CH:53]=2)[C:50](=[O:54])[C:49]([CH3:56])([CH3:55])[CH2:48]3)[CH:44]=1. (2) The reactants are [CH3:1][O:2][C:3]1[CH:10]=[CH:9][C:6]([CH2:7]Cl)=[CH:5][CH:4]=1.[CH:11]1([C:14]2[C:19](=[O:20])[NH:18][C:17]([CH:21]=[O:22])=[CH:16][CH:15]=2)[CH2:13][CH2:12]1.[Al]. The catalyst is C(Cl)(Cl)Cl.C(=O)([O-])[O-].[Ag+2]. The product is [CH:11]1([C:14]2[CH:15]=[CH:16][C:17]([CH:21]=[O:22])=[N:18][C:19]=2[O:20][CH2:7][C:6]2[CH:9]=[CH:10][C:3]([O:2][CH3:1])=[CH:4][CH:5]=2)[CH2:13][CH2:12]1. The yield is 0.860. (3) The reactants are C([O:8][C:9]1[CH:18]=[C:17]2[C:12]([C:13]([CH3:21])=[C:14]([C:19]#[N:20])[CH:15]=[N:16]2)=[CH:11][C:10]=1[O:22][CH3:23])C1C=CC=CC=1.C1(SC)C=CC=CC=1. The catalyst is C(O)(C(F)(F)F)=O. The product is [OH:8][C:9]1[CH:18]=[C:17]2[C:12]([C:13]([CH3:21])=[C:14]([C:19]#[N:20])[CH:15]=[N:16]2)=[CH:11][C:10]=1[O:22][CH3:23]. The yield is 0.450.